Task: Predict the reaction yield, written as a fraction of the theoretical maximum amount of product (1.0 means a 100% yield; for example, 0.34 means a 34% yield).. Dataset: Reaction yield outcomes from USPTO patents with 853,638 reactions (1) The reactants are OC(C(F)(F)F)=O.[F:8][C:9]1[CH:26]=[CH:25][C:12]([CH2:13][C:14]2[C:23]3[C:18](=[CH:19][CH:20]=[CH:21][CH:22]=3)[C:17](=[O:24])[NH:16][N:15]=2)=[CH:11][C:10]=1[C:27]([N:29]1[CH2:34][CH2:33][NH:32][CH2:31][CH2:30]1)=[O:28].[O:35]=[C:36]([C:40]1[CH:45]=[CH:44][CH:43]=[CH:42][CH:41]=1)[C:37](O)=[O:38].CCN(C(C)C)C(C)C.CN(C(ON1N=NC2C=CC=NC1=2)=[N+](C)C)C.F[P-](F)(F)(F)(F)F. The catalyst is CN(C=O)C. The product is [F:8][C:9]1[CH:26]=[CH:25][C:12]([CH2:13][C:14]2[C:23]3[C:18](=[CH:19][CH:20]=[CH:21][CH:22]=3)[C:17](=[O:24])[NH:16][N:15]=2)=[CH:11][C:10]=1[C:27]([N:29]1[CH2:34][CH2:33][N:32]([C:37](=[O:38])[C:36]([C:40]2[CH:45]=[CH:44][CH:43]=[CH:42][CH:41]=2)=[O:35])[CH2:31][CH2:30]1)=[O:28]. The yield is 0.329. (2) The reactants are [CH3:1][O:2][C:3]1[CH:11]=[C:10]2[C:6]([CH:7]=[C:8]([CH3:12])[NH:9]2)=[CH:5][CH:4]=1.C[Mg]Br.[CH3:16][N:17]=[C:18]=[O:19]. The catalyst is C1COCC1.[Cl-].[Zn+2].[Cl-]. The product is [CH3:16][NH:17][C:18]([C:7]1[C:6]2[C:10](=[CH:11][C:3]([O:2][CH3:1])=[CH:4][CH:5]=2)[NH:9][C:8]=1[CH3:12])=[O:19]. The yield is 0.300. (3) The reactants are [NH2:1][C:2]1[CH:3]=[C:4]([CH:18]=[CH:19][CH:20]=1)[O:5][C:6]1[C:15]2[N:14]=[C:13]([CH3:16])[C:12](=[O:17])[NH:11][C:10]=2[N:9]=[CH:8][CH:7]=1.[C:21]([C:25]1[CH:29]=[C:28]([N:30]=[C:31]=[O:32])[N:27]([C:33]2[CH:38]=[CH:37][C:36]([CH3:39])=[CH:35][CH:34]=2)[N:26]=1)([CH3:24])([CH3:23])[CH3:22]. No catalyst specified. The product is [C:21]([C:25]1[CH:29]=[C:28]([NH:30][C:31]([NH:1][C:2]2[CH:20]=[CH:19][CH:18]=[C:4]([O:5][C:6]3[C:15]4[N:14]=[C:13]([CH3:16])[C:12](=[O:17])[NH:11][C:10]=4[N:9]=[CH:8][CH:7]=3)[CH:3]=2)=[O:32])[N:27]([C:33]2[CH:38]=[CH:37][C:36]([CH3:39])=[CH:35][CH:34]=2)[N:26]=1)([CH3:24])([CH3:23])[CH3:22]. The yield is 0.570. (4) The reactants are Cl[C:2]1[C:3]2[CH:14]=[CH:13][NH:12][C:4]=2[N:5]=[C:6]([NH:8][CH2:9][C:10]#[CH:11])[N:7]=1.C(=O)([O-])[O-].[K+].[K+].Cl.[CH3:22][O:23][NH:24][CH3:25].O. The catalyst is CCCCO. The product is [CH3:22][O:23][N:24]([CH3:25])[C:2]1[C:3]2[CH:14]=[CH:13][NH:12][C:4]=2[N:5]=[C:6]([NH:8][CH2:9][C:10]#[CH:11])[N:7]=1. The yield is 0.500. (5) The reactants are [Cl:1][C:2]1[C:7]2[C:8](=[O:22])[N:9]([CH2:11][C:12]3[CH:17]=[CH:16][C:15]([O:18][CH3:19])=[CH:14][C:13]=3[O:20][CH3:21])[CH2:10][C:6]=2[C:5]([F:23])=[C:4](Cl)[N:3]=1.[NH2:25][C@H:26]1[CH2:31][CH2:30][CH2:29][CH2:28][C@H:27]1[NH:32][C:33](=[O:39])[O:34][C:35]([CH3:38])([CH3:37])[CH3:36].C(N(CC)C(C)C)(C)C. The catalyst is C(#N)C. The product is [Cl:1][C:2]1[C:7]2[C:8](=[O:22])[N:9]([CH2:11][C:12]3[CH:17]=[CH:16][C:15]([O:18][CH3:19])=[CH:14][C:13]=3[O:20][CH3:21])[CH2:10][C:6]=2[C:5]([F:23])=[C:4]([NH:25][C@H:26]2[CH2:31][CH2:30][CH2:29][CH2:28][C@H:27]2[NH:32][C:33](=[O:39])[O:34][C:35]([CH3:37])([CH3:36])[CH3:38])[N:3]=1. The yield is 0.210. (6) The reactants are [F:1][C:2]([F:12])([F:11])[C:3]1[N:8]=[C:7]([CH:9]=O)[CH:6]=[CH:5][CH:4]=1.Cl.Cl.[NH2:15][C:16]1[CH:17]=[CH:18][C:19]([N:23]2[CH2:28][CH2:27][CH2:26][C@@H:25]([C:29]([N:31]3[CH2:35][CH2:34][CH2:33][CH2:32]3)=[O:30])[CH2:24]2)=[N:20][C:21]=1[NH2:22].S(S([O-])=O)([O-])=O.[Na+].[Na+].C(O)C. The catalyst is O. The product is [N:31]1([C:29]([C@@H:25]2[CH2:26][CH2:27][CH2:28][N:23]([C:19]3[N:20]=[C:21]4[NH:22][C:9]([C:7]5[CH:6]=[CH:5][CH:4]=[C:3]([C:2]([F:12])([F:11])[F:1])[N:8]=5)=[N:15][C:16]4=[CH:17][CH:18]=3)[CH2:24]2)=[O:30])[CH2:35][CH2:34][CH2:33][CH2:32]1. The yield is 0.290.